Dataset: Forward reaction prediction with 1.9M reactions from USPTO patents (1976-2016). Task: Predict the product of the given reaction. (1) Given the reactants [CH3:1][C:2]1[CH:10]=[CH:9][C:8]([CH2:11][NH:12][C:13]([C:15]2([CH3:21])[CH2:20][CH2:19][CH2:18][CH2:17][CH2:16]2)=[O:14])=[CH:7][C:3]=1[C:4](O)=[O:5].S(Cl)([Cl:24])=O.C(Cl)Cl, predict the reaction product. The product is: [CH3:1][C:2]1[CH:10]=[CH:9][C:8]([CH2:11][NH:12][C:13]([C:15]2([CH3:21])[CH2:20][CH2:19][CH2:18][CH2:17][CH2:16]2)=[O:14])=[CH:7][C:3]=1[C:4]([Cl:24])=[O:5]. (2) Given the reactants [Br:1][C:2]1[CH:3]=[CH:4][C:5]2[O:6][CH2:7][C:8](=[O:12])[NH:9][C:10]=2[N:11]=1.[H-].[Na+].FC1C=C2C(C=CC(=O)N2CCN2CCC(NCC3C=CC4OCC(=O)NC=4N=3)CC2)=CC=1.COC1C=C2C(C=CC(=O)N2[CH2:60][CH2:61][N:62]2[CH2:67][CH2:66][CH:65]([NH:68][C:69](=[O:75])[O:70][C:71]([CH3:74])([CH3:73])[CH3:72])[CH2:64][CH2:63]2)=CC=1, predict the reaction product. The product is: [Br:1][C:2]1[CH:3]=[CH:4][C:5]2[O:6][CH2:7][C:8](=[O:12])[N:9]([CH2:60][CH2:61][N:62]3[CH2:67][CH2:66][CH:65]([NH:68][C:69](=[O:75])[O:70][C:71]([CH3:74])([CH3:73])[CH3:72])[CH2:64][CH2:63]3)[C:10]=2[N:11]=1. (3) Given the reactants C([NH:5][C:6]([C:8]1[S:12][C:11]([C:13]2[CH:14]=[C:15]([CH:19]=[CH:20][C:21]=2[CH3:22])[C:16]([OH:18])=[O:17])=[CH:10][C:9]=1[CH:23]=O)=[O:7])(C)(C)C.[NH2:25]N, predict the reaction product. The product is: [CH3:22][C:21]1[CH:20]=[CH:19][C:15]([C:16]([OH:18])=[O:17])=[CH:14][C:13]=1[C:11]1[S:12][C:8]2[C:6](=[O:7])[NH:5][N:25]=[CH:23][C:9]=2[CH:10]=1. (4) The product is: [C:1]([C@H:5]1[CH2:10][CH2:9][C@H:8]([O:11][C:12]2[CH:13]=[C:14]3[C:19](=[CH:20][CH:21]=2)[C:18]([CH2:22][N:23]2[CH2:24][CH2:25][CH:26]([C:29]([OH:31])=[O:30])[CH2:27][CH2:28]2)=[CH:17][CH:16]=[CH:15]3)[CH2:7][CH2:6]1)([CH3:4])([CH3:2])[CH3:3]. Given the reactants [C:1]([C@H:5]1[CH2:10][CH2:9][C@H:8]([O:11][C:12]2[CH:13]=[C:14]3[C:19](=[CH:20][CH:21]=2)[C:18]([CH2:22][N:23]2[CH2:28][CH2:27][CH:26]([C:29]([O:31]CC)=[O:30])[CH2:25][CH2:24]2)=[CH:17][CH:16]=[CH:15]3)[CH2:7][CH2:6]1)([CH3:4])([CH3:3])[CH3:2].[OH-].[Na+], predict the reaction product. (5) Given the reactants [NH2:1][C:2]([CH3:6])([CH3:5])[CH2:3][OH:4].[C:7]1([N:13]=[C:14]=[S:15])[CH:12]=[CH:11][CH:10]=[CH:9][CH:8]=1, predict the reaction product. The product is: [OH:4][CH2:3][C:2]([NH:1][C:14]([NH:13][C:7]1[CH:12]=[CH:11][CH:10]=[CH:9][CH:8]=1)=[S:15])([CH3:6])[CH3:5]. (6) The product is: [NH:45]1[C:46]2[C:51](=[CH:50][CH:49]=[CH:48][CH:47]=2)[C:43]([C:40]2[CH2:39][CH2:38][N:37]([C:4](=[O:5])[C@:3]([C@H:7]([C:18]3[CH:23]=[CH:22][CH:21]=[CH:20][C:19]=3[O:24][CH3:25])[C:8]3[C:17]4[C:12](=[CH:13][CH:14]=[CH:15][CH:16]=4)[CH:11]=[CH:10][CH:9]=3)([CH3:26])[C:1]#[N:2])[CH2:42][CH:41]=2)=[CH:44]1. Given the reactants [C:1]([C@:3]([CH3:26])([C@H:7]([C:18]1[CH:23]=[CH:22][CH:21]=[CH:20][C:19]=1[O:24][CH3:25])[C:8]1[C:17]2[C:12](=[CH:13][CH:14]=[CH:15][CH:16]=2)[CH:11]=[CH:10][CH:9]=1)[C:4](O)=[O:5])#[N:2].ON1C2C=CC=CC=2N=N1.[NH:37]1[CH2:42][CH:41]=[C:40]([C:43]2[C:51]3[C:46](=[CH:47][CH:48]=[CH:49][CH:50]=3)[NH:45][CH:44]=2)[CH2:39][CH2:38]1, predict the reaction product. (7) Given the reactants Cl[C:2]1[CH:7]=[C:6]([Cl:8])[N:5]=[C:4]([NH2:9])[N:3]=1.[CH2:10]([C@@H:12]1[CH2:17][O:16][CH2:15][CH2:14][NH:13]1)[CH3:11].CCN(C(C)C)C(C)C, predict the reaction product. The product is: [Cl:8][C:6]1[CH:7]=[C:2]([N:13]2[CH2:14][CH2:15][O:16][CH2:17][C@H:12]2[CH2:10][CH3:11])[N:3]=[C:4]([NH2:9])[N:5]=1. (8) Given the reactants FC1C=CC(C[N:7]2[CH:12]3[CH2:13][CH2:14][CH:8]2[C:9](=[O:15])[NH:10][CH2:11]3)=CC=1.[C:29]([O:28][C:26](O[C:26]([O:28][C:29]([CH3:32])([CH3:31])[CH3:30])=[O:27])=[O:27])([CH3:32])([CH3:31])[CH3:30].[H][H], predict the reaction product. The product is: [C:29]([O:28][C:26]([N:7]1[CH:12]2[CH2:13][CH2:14][CH:8]1[C:9](=[O:15])[NH:10][CH2:11]2)=[O:27])([CH3:30])([CH3:31])[CH3:32]. (9) Given the reactants [Cl:1][C:2]1[CH:7]=[CH:6][CH:5]=[CH:4][C:3]=1[C:8]1[N:17]=[C:16]([N:18]2[CH2:23][CH2:22][NH:21][CH2:20][CH2:19]2)[C:15]2[C:10](=[CH:11][CH:12]=[CH:13][CH:14]=2)[N:9]=1.[Cl:24][C:25]1[N:30]=[C:29](Cl)[CH:28]=[CH:27][N:26]=1, predict the reaction product. The product is: [Cl:1][C:2]1[CH:7]=[CH:6][CH:5]=[CH:4][C:3]=1[C:8]1[N:17]=[C:16]([N:18]2[CH2:23][CH2:22][N:21]([C:27]3[CH:28]=[CH:29][N:30]=[C:25]([Cl:24])[N:26]=3)[CH2:20][CH2:19]2)[C:15]2[C:10](=[CH:11][CH:12]=[CH:13][CH:14]=2)[N:9]=1.